This data is from Peptide-MHC class I binding affinity with 185,985 pairs from IEDB/IMGT. The task is: Regression. Given a peptide amino acid sequence and an MHC pseudo amino acid sequence, predict their binding affinity value. This is MHC class I binding data. The peptide sequence is SGLPGIFIV. The MHC is HLA-B46:01 with pseudo-sequence HLA-B46:01. The binding affinity (normalized) is 0.0847.